Dataset: Full USPTO retrosynthesis dataset with 1.9M reactions from patents (1976-2016). Task: Predict the reactants needed to synthesize the given product. Given the product [Cl:15][C:10]1[CH:9]=[C:8]([NH:7][CH:5]([CH3:6])[C:4]([OH:16])=[O:3])[CH:13]=[CH:12][C:11]=1[Cl:14], predict the reactants needed to synthesize it. The reactants are: C([O:3][C:4](=[O:16])[CH:5]([NH:7][C:8]1[CH:13]=[CH:12][C:11]([Cl:14])=[C:10]([Cl:15])[CH:9]=1)[CH3:6])C.[Li+].[OH-].